From a dataset of Forward reaction prediction with 1.9M reactions from USPTO patents (1976-2016). Predict the product of the given reaction. (1) Given the reactants [C:1]1([NH2:8])[CH:6]=[CH:5][CH:4]=[C:3]([NH2:7])[CH:2]=1.[CH3:9][C:10]1[CH:18]=[C:17]([C:19]([F:28])([C:24]([F:27])([F:26])[F:25])[C:20]([F:23])([F:22])[F:21])[CH:16]=[CH:15][C:11]=1[C:12](Cl)=[O:13], predict the reaction product. The product is: [NH2:7][C:3]1[CH:2]=[C:1]([NH:8][C:12](=[O:13])[C:11]2[CH:15]=[CH:16][C:17]([C:19]([F:28])([C:20]([F:21])([F:22])[F:23])[C:24]([F:25])([F:26])[F:27])=[CH:18][C:10]=2[CH3:9])[CH:6]=[CH:5][CH:4]=1. (2) Given the reactants [F:1][C:2]([F:27])([F:26])[C:3]1[CH:25]=[CH:24][CH:23]=[CH:22][C:4]=1[O:5][CH:6]1[CH2:11][CH2:10][N:9]([C:12]2[N:17]=[N:16][C:15]([C:18]([NH:20][NH2:21])=[O:19])=[CH:14][CH:13]=2)[CH2:8][CH2:7]1.O.[C:29]1(C)C=CC(S(O)(=O)=O)=CC=1, predict the reaction product. The product is: [O:19]1[CH:29]=[N:21][N:20]=[C:18]1[C:15]1[N:16]=[N:17][C:12]([N:9]2[CH2:10][CH2:11][CH:6]([O:5][C:4]3[CH:22]=[CH:23][CH:24]=[CH:25][C:3]=3[C:2]([F:26])([F:1])[F:27])[CH2:7][CH2:8]2)=[CH:13][CH:14]=1. (3) Given the reactants [O:1]1[CH:5]=[C:4]([C:6]2[CH:13]=[CH:12][C:9]([C:10]#[N:11])=[CH:8][CH:7]=2)[N:3]=[CH:2]1.C[Si]([N-][Si](C)(C)C)(C)C.[Na+].[I:24]I.C(=O)(O)[O-].[Na+].S([O-])([O-])=O.[Na+].[Na+], predict the reaction product. The product is: [I:24][C:2]1[O:1][CH:5]=[C:4]([C:6]2[CH:7]=[CH:8][C:9]([C:10]#[N:11])=[CH:12][CH:13]=2)[N:3]=1. (4) Given the reactants [CH2:1]([C:6]1[CH:13]=[CH:12][C:9]([CH2:10][NH2:11])=[CH:8][CH:7]=1)[CH2:2][CH2:3][CH2:4][CH3:5].[NH2:14][C:15]1[N:23]=[C:22]([CH3:24])[CH:21]=[CH:20][C:16]=1[C:17](O)=[O:18].ON1C2C=CC=CC=2N=N1.CCN=C=NCCCN(C)C, predict the reaction product. The product is: [CH2:1]([C:6]1[CH:13]=[CH:12][C:9]([CH2:10][NH:11][C:17](=[O:18])[C:16]2[CH:20]=[CH:21][C:22]([CH3:24])=[N:23][C:15]=2[NH2:14])=[CH:8][CH:7]=1)[CH2:2][CH2:3][CH2:4][CH3:5]. (5) Given the reactants [CH3:1][O:2][C:3]([CH:5]1[CH2:10][CH2:9][CH:8]([C:11]([OH:13])=O)[CH2:7][CH2:6]1)=[O:4].C([N:16]([CH2:19][CH3:20])[CH2:17][CH3:18])C.[CH2:21](OC(Cl)=O)C(C)C.O[NH:30][C:31](=[NH:38])C1C=CN=CC=1, predict the reaction product. The product is: [CH3:1][O:2][C:3]([C@H:5]1[CH2:6][CH2:7][C@H:8]([C:11]2[O:13][N:38]=[C:31]([C:19]3[CH:20]=[CH:21][CH:18]=[CH:17][N:16]=3)[N:30]=2)[CH2:9][CH2:10]1)=[O:4]. (6) Given the reactants O.[OH-].[Li+].[O:4]([CH:11]1[CH2:20][CH2:19][CH2:18][C:17]2[CH:16]=[C:15]([C:21]([O:23]C)=[O:22])[CH:14]=[CH:13][C:12]1=2)[C:5]1[CH:10]=[CH:9][CH:8]=[CH:7][CH:6]=1.O1CCCC1.CO, predict the reaction product. The product is: [O:4]([CH:11]1[CH2:20][CH2:19][CH2:18][C:17]2[CH:16]=[C:15]([C:21]([OH:23])=[O:22])[CH:14]=[CH:13][C:12]1=2)[C:5]1[CH:10]=[CH:9][CH:8]=[CH:7][CH:6]=1.